Dataset: Catalyst prediction with 721,799 reactions and 888 catalyst types from USPTO. Task: Predict which catalyst facilitates the given reaction. Reactant: [OH:1][C:2]1[CH:7]=[CH:6][N:5]=[CH:4][N:3]=1.C(=O)([O-])[O-].[K+].[K+].[C:14]([C:18]1[N:23]=[C:22]([N:24]2[CH2:29][CH2:28][N:27]([CH2:30][CH2:31][CH2:32]Cl)[CH2:26][CH2:25]2)[CH:21]=[C:20]([CH:34]2[CH2:37][CH2:36][CH2:35]2)[N:19]=1)([CH3:17])([CH3:16])[CH3:15]. The catalyst class is: 9. Product: [C:14]([C:18]1[N:19]=[C:20]([CH:34]2[CH2:35][CH2:36][CH2:37]2)[CH:21]=[C:22]([N:24]2[CH2:29][CH2:28][N:27]([CH2:30][CH2:31][CH2:32][O:1][C:2]3[CH:7]=[CH:6][N:5]=[CH:4][N:3]=3)[CH2:26][CH2:25]2)[N:23]=1)([CH3:17])([CH3:15])[CH3:16].